This data is from Peptide-MHC class II binding affinity with 134,281 pairs from IEDB. The task is: Regression. Given a peptide amino acid sequence and an MHC pseudo amino acid sequence, predict their binding affinity value. This is MHC class II binding data. (1) The peptide sequence is TVWEQILNTWLVKPG. The MHC is HLA-DPA10301-DPB10402 with pseudo-sequence HLA-DPA10301-DPB10402. The binding affinity (normalized) is 0.844. (2) The peptide sequence is KMIGGIGGFIKVRQYDQITI. The MHC is DRB1_0802 with pseudo-sequence DRB1_0802. The binding affinity (normalized) is 0.334. (3) The peptide sequence is AIKFDFSTGLIIQGL. The MHC is HLA-DQA10501-DQB10201 with pseudo-sequence HLA-DQA10501-DQB10201. The binding affinity (normalized) is 0.216.